Task: Predict which catalyst facilitates the given reaction.. Dataset: Catalyst prediction with 721,799 reactions and 888 catalyst types from USPTO (1) Reactant: [Br:1][C:2]1[CH:7]=[CH:6][C:5]([NH:8][CH2:9][C:10]([O:12][CH3:13])=[O:11])=[CH:4][CH:3]=1.[C:14](Cl)(=[O:23])[CH:15]=[CH:16][C:17]1[CH:22]=[CH:21][CH:20]=[CH:19][CH:18]=1. Product: [Br:1][C:2]1[CH:3]=[CH:4][C:5]([N:8]([CH2:9][C:10]([O:12][CH3:13])=[O:11])[C:14](=[O:23])/[CH:15]=[CH:16]/[C:17]2[CH:22]=[CH:21][CH:20]=[CH:19][CH:18]=2)=[CH:6][CH:7]=1. The catalyst class is: 537. (2) Reactant: [O:1]([C:8]1[CH:21]=[CH:20][CH:19]=[CH:18][C:9]=1[NH:10][C:11](OC(C)(C)C)=O)[C:2]1[CH:7]=[CH:6][CH:5]=[CH:4][CH:3]=1.[Li]. Product: [CH3:11][NH:10][C:9]1[CH:18]=[CH:19][CH:20]=[CH:21][C:8]=1[O:1][C:2]1[CH:7]=[CH:6][CH:5]=[CH:4][CH:3]=1. The catalyst class is: 7. (3) Reactant: [Si]([O:8][C@@H:9]1[C@@H:14]([CH3:15])[CH2:13][N:12]([C:16]2[CH:21]=[CH:20][N:19]=[CH:18][C:17]=2[NH:22][C:23]([C:25]2[N:30]=[C:29]3[C:31]([CH:34]4[CH2:36][CH2:35]4)=[CH:32][O:33][C:28]3=[CH:27][CH:26]=2)=[O:24])[CH2:11][C@H:10]1[NH:37]C(=O)OC(C)(C)C)(C(C)(C)C)(C)C.C(O)(C(F)(F)F)=O.Cl.O1CCOCC1.N. Product: [NH2:37][C@H:10]1[C@H:9]([OH:8])[C@@H:14]([CH3:15])[CH2:13][N:12]([C:16]2[CH:21]=[CH:20][N:19]=[CH:18][C:17]=2[NH:22][C:23]([C:25]2[N:30]=[C:29]3[C:31]([CH:34]4[CH2:36][CH2:35]4)=[CH:32][O:33][C:28]3=[CH:27][CH:26]=2)=[O:24])[CH2:11]1. The catalyst class is: 2. (4) Reactant: [CH:1]1[CH:6]=[CH:5][C:4]([C@H:7]([NH2:10])[CH2:8][OH:9])=[CH:3][CH:2]=1.C(=O)C1C=CC([O:18]C)=CC=1.O1CCCC1.ClC1C=C(C=CC=1)C(OO)=O. Product: [OH:18][NH:10][C@@H:7]([C:4]1[CH:5]=[CH:6][CH:1]=[CH:2][CH:3]=1)[CH2:8][OH:9]. The catalyst class is: 282.